This data is from Full USPTO retrosynthesis dataset with 1.9M reactions from patents (1976-2016). The task is: Predict the reactants needed to synthesize the given product. (1) Given the product [CH2:24]([O:8][C:7]([CH:6]1[CH2:5][CH2:4][N:3]([C:10]2[CH:15]=[CH:14][CH:13]=[C:12]([C:16]([F:17])([F:19])[F:18])[CH:11]=2)[C:2]1=[O:1])=[O:9])[CH3:25], predict the reactants needed to synthesize it. The reactants are: [O:1]=[C:2]1[CH:6]([C:7]([OH:9])=[O:8])[CH2:5][CH2:4][N:3]1[C:10]1[CH:15]=[CH:14][CH:13]=[C:12]([C:16]([F:19])([F:18])[F:17])[CH:11]=1.S(Cl)(Cl)=O.[CH2:24](O)[CH3:25]. (2) Given the product [C:1]([O:5][C:6]([N:8]1[CH2:13][CH2:12][N:11]([CH2:14][CH2:15][NH:16][C:17]2[N:22]=[C:21]3[NH:23][N:24]=[C:25]([C:26]4[CH:31]=[CH:30][N:29]=[C:28]([NH:41][CH2:40][C:39]5[CH:42]=[CH:43][CH:44]=[C:37]([Cl:36])[CH:38]=5)[N:27]=4)[C:20]3=[CH:19][N:18]=2)[CH2:10][CH2:9]1)=[O:7])([CH3:4])([CH3:3])[CH3:2], predict the reactants needed to synthesize it. The reactants are: [C:1]([O:5][C:6]([N:8]1[CH2:13][CH2:12][N:11]([CH2:14][CH2:15][NH:16][C:17]2[N:22]=[C:21]3[NH:23][N:24]=[C:25]([C:26]4[CH:31]=[CH:30][N:29]=[C:28](S(C)(=O)=O)[N:27]=4)[C:20]3=[CH:19][N:18]=2)[CH2:10][CH2:9]1)=[O:7])([CH3:4])([CH3:3])[CH3:2].[Cl:36][C:37]1[CH:38]=[C:39]([CH:42]=[CH:43][CH:44]=1)[CH2:40][NH2:41]. (3) Given the product [CH:14]1([C:11]2[CH:12]=[CH:13][C:8]([C:5]3[N:6]=[CH:7][C:2]([NH2:1])=[N:3][CH:4]=3)=[C:9]([F:19])[C:10]=2[O:18][CH2:21][C:22]2[CH:27]=[C:26]([Cl:28])[CH:25]=[CH:24][C:23]=2[Cl:29])[CH2:15][CH2:16][CH2:17]1, predict the reactants needed to synthesize it. The reactants are: [NH2:1][C:2]1[N:3]=[CH:4][C:5]([C:8]2[C:9]([F:19])=[C:10]([OH:18])[C:11]([CH:14]3[CH2:17][CH2:16][CH2:15]3)=[CH:12][CH:13]=2)=[N:6][CH:7]=1.Br[CH2:21][C:22]1[CH:27]=[C:26]([Cl:28])[CH:25]=[CH:24][C:23]=1[Cl:29].